From a dataset of Forward reaction prediction with 1.9M reactions from USPTO patents (1976-2016). Predict the product of the given reaction. (1) Given the reactants CC(C[AlH]CC(C)C)C.C[O:11][C:12](=[O:22])[CH2:13][O:14][C:15]1[CH:20]=[CH:19][CH:18]=[CH:17][C:16]=1[Cl:21].[NH2:23][CH2:24][CH2:25][NH:26][S:27]([C:30]1[C:31]2[CH:32]=[CH:33][N:34]=[CH:35][C:36]=2[CH:37]=[CH:38][CH:39]=1)(=[O:29])=[O:28], predict the reaction product. The product is: [C:13]([OH:28])(=[O:14])[C:12]([OH:11])=[O:22].[C:13]([OH:28])(=[O:14])[C:12]([OH:11])=[O:22].[Cl:21][C:16]1[CH:17]=[CH:18][CH:19]=[CH:20][C:15]=1[O:14][CH2:13][CH2:12][NH:23][CH2:24][CH2:25][NH:26][S:27]([C:30]1[C:31]2[CH:32]=[CH:33][N:34]=[CH:35][C:36]=2[CH:37]=[CH:38][CH:39]=1)(=[O:29])=[O:28]. (2) Given the reactants [CH2:1]([O:3][C:4]([C:6]1[C:7]([N:14]([CH2:16][CH3:17])[CH3:15])=[N:8][C:9](Cl)=[CH:10][C:11]=1[CH3:12])=[O:5])[CH3:2].[NH:18]1[CH2:23][CH2:22][O:21][CH2:20][CH2:19]1, predict the reaction product. The product is: [CH2:1]([O:3][C:4]([C:6]1[C:7]([N:14]([CH2:16][CH3:17])[CH3:15])=[N:8][C:9]([N:18]2[CH2:23][CH2:22][O:21][CH2:20][CH2:19]2)=[CH:10][C:11]=1[CH3:12])=[O:5])[CH3:2]. (3) Given the reactants S(=O)(=O)(O)O.[Cl:6][C:7]1[C:8]([CH3:20])=[N:9][N:10]([C:12]2[CH:18]=[CH:17][CH:16]=[C:15]([CH3:19])[C:13]=2N)[CH:11]=1.Cl.N([O-])=O.[Na+].[I-:26].[K+], predict the reaction product. The product is: [Cl:6][C:7]1[C:8]([CH3:20])=[N:9][N:10]([C:12]2[CH:18]=[CH:17][CH:16]=[C:15]([CH3:19])[C:13]=2[I:26])[CH:11]=1. (4) Given the reactants [CH2:1]([O:3][C:4]1[CH:9]=[CH:8][CH:7]=[CH:6][C:5]=1[C:10]1([OH:21])[C:18]2[C:13](=[CH:14][CH:15]=[C:16](I)[CH:17]=2)[NH:12][C:11]1=[O:20])[CH3:2].[CH3:22][N:23](C=O)C, predict the reaction product. The product is: [C:22]([C:16]1[CH:17]=[C:18]2[C:13](=[CH:14][CH:15]=1)[NH:12][C:11](=[O:20])[C:10]2([C:5]1[CH:6]=[CH:7][CH:8]=[CH:9][C:4]=1[O:3][CH2:1][CH3:2])[OH:21])#[N:23]. (5) Given the reactants [NH2:1][CH2:2][C@H:3]([OH:16])[CH2:4][O:5][C:6]1[C:14]2[NH:13][C:12](=[O:15])[NH:11][C:10]=2[CH:9]=[CH:8][CH:7]=1.[Br:17][C:18]1[CH:19]=[C:20]([CH:29]=[CH:30][C:31]=1[N:32]1[CH2:37][CH2:36][C:35](=O)[CH2:34][CH2:33]1)[CH:21]=[C:22]1[S:26][C:25](=[O:27])[NH:24][C:23]1=[O:28], predict the reaction product. The product is: [Br:17][C:18]1[CH:19]=[C:20]([CH:29]=[CH:30][C:31]=1[N:32]1[CH2:37][CH2:36][CH:35]([NH:1][CH2:2][C@H:3]([OH:16])[CH2:4][O:5][C:6]2[C:14]3[NH:13][C:12](=[O:15])[NH:11][C:10]=3[CH:9]=[CH:8][CH:7]=2)[CH2:34][CH2:33]1)[CH:21]=[C:22]1[S:26][C:25](=[O:27])[NH:24][C:23]1=[O:28]. (6) Given the reactants [CH2:1]([O:8][C:9]([N:11]1[CH2:16][CH2:15][C@@H:14]([NH2:17])[C@H:13]([OH:18])[CH2:12]1)=[O:10])[C:2]1[CH:7]=[CH:6][CH:5]=[CH:4][CH:3]=1.[CH:19]1([N:24]2[CH2:30][C:29]([F:32])([F:31])[C:28](=[O:33])[N:27]([CH3:34])[C:26]3[CH:35]=[N:36][C:37]([NH:39][C:40]4[CH:48]=[CH:47][C:43]([C:44](O)=[O:45])=[CH:42][C:41]=4[O:49][CH3:50])=[N:38][C:25]2=3)[CH2:23][CH2:22][CH2:21][CH2:20]1.F[P-](F)(F)(F)(F)F.CN(C(N(C)C)=[N+]1C2C=CC=CC=2[N+]([O-])=N1)C.C(N(C(C)C)CC)(C)C, predict the reaction product. The product is: [CH2:1]([O:8][C:9]([N:11]1[CH2:16][CH2:15][CH:14]([NH:17][C:44](=[O:45])[C:43]2[CH:47]=[CH:48][C:40]([NH:39][C:37]3[N:36]=[CH:35][C:26]4[N:27]([CH3:34])[C:28](=[O:33])[C:29]([F:31])([F:32])[CH2:30][N:24]([CH:19]5[CH2:23][CH2:22][CH2:21][CH2:20]5)[C:25]=4[N:38]=3)=[C:41]([O:49][CH3:50])[CH:42]=2)[CH:13]([OH:18])[CH2:12]1)=[O:10])[C:2]1[CH:3]=[CH:4][CH:5]=[CH:6][CH:7]=1. (7) Given the reactants CN(C)[CH:3]=[C:4]([C:17]1[CH:18]=[CH:19][C:20](=[O:26])[N:21]([CH:23]([CH3:25])[CH3:24])[N:22]=1)[C:5](=O)[C:6]1[CH:11]=[CH:10][CH:9]=[C:8]([C:12]([F:15])([F:14])[F:13])[CH:7]=1.Cl.[NH2:29][C:30]([NH2:32])=[NH:31], predict the reaction product. The product is: [NH2:31][C:30]1[N:32]=[C:5]([C:6]2[CH:11]=[CH:10][CH:9]=[C:8]([C:12]([F:13])([F:14])[F:15])[CH:7]=2)[C:4]([C:17]2[CH:18]=[CH:19][C:20](=[O:26])[N:21]([CH:23]([CH3:24])[CH3:25])[N:22]=2)=[CH:3][N:29]=1. (8) Given the reactants Br[C:2]1[CH:7]=[CH:6][C:5]([C:8]2[O:9][CH:10]=[CH:11][N:12]=2)=[CH:4][CH:3]=1.[B:13]1([B:13]2[O:17][C:16]([CH3:19])([CH3:18])[C:15]([CH3:21])([CH3:20])[O:14]2)[O:17][C:16]([CH3:19])([CH3:18])[C:15]([CH3:21])([CH3:20])[O:14]1, predict the reaction product. The product is: [CH3:20][C:15]1([CH3:21])[C:16]([CH3:19])([CH3:18])[O:17][B:13]([C:2]2[CH:7]=[CH:6][C:5]([C:8]3[O:9][CH:10]=[CH:11][N:12]=3)=[CH:4][CH:3]=2)[O:14]1. (9) Given the reactants Cl[C:2]1[N:3]=[N:4][C:5]([N:8]2[CH2:13][CH2:12][N:11]([CH2:14][C:15]([N:17]3[CH2:22][CH2:21][N:20]([CH:23]4[CH2:26][CH2:25][CH2:24]4)[CH2:19][CH2:18]3)=[O:16])[CH2:10][CH2:9]2)=[CH:6][CH:7]=1.[C:27]1(B(O)O)[CH:32]=[CH:31][CH:30]=[CH:29][CH:28]=1, predict the reaction product. The product is: [CH:23]1([N:20]2[CH2:21][CH2:22][N:17]([C:15](=[O:16])[CH2:14][N:11]3[CH2:12][CH2:13][N:8]([C:5]4[N:4]=[N:3][C:2]([C:27]5[CH:32]=[CH:31][CH:30]=[CH:29][CH:28]=5)=[CH:7][CH:6]=4)[CH2:9][CH2:10]3)[CH2:18][CH2:19]2)[CH2:26][CH2:25][CH2:24]1. (10) Given the reactants Br[C:2]1[CH:3]=[C:4]([C:8]2[S:9][CH:10]=[C:11]([C:13]([O:15][CH2:16][CH3:17])=[O:14])[N:12]=2)[CH:5]=[CH:6][CH:7]=1.[F:18][C:19]([F:30])([F:29])[C:20]1[CH:25]=[CH:24][CH:23]=[CH:22][C:21]=1B(O)O.C(=O)([O-])[O-].[K+].[K+], predict the reaction product. The product is: [F:18][C:19]([F:30])([F:29])[C:20]1[CH:25]=[CH:24][CH:23]=[CH:22][C:21]=1[C:2]1[CH:7]=[CH:6][CH:5]=[C:4]([C:8]2[S:9][CH:10]=[C:11]([C:13]([O:15][CH2:16][CH3:17])=[O:14])[N:12]=2)[CH:3]=1.